Dataset: Full USPTO retrosynthesis dataset with 1.9M reactions from patents (1976-2016). Task: Predict the reactants needed to synthesize the given product. The reactants are: [CH3:1][N:2]1[CH2:7][CH2:6][C:5](=O)[CH2:4][CH2:3]1.[CH3:9][O:10][C:11]1[CH:16]=[C:15]([O:17][CH3:18])[CH:14]=[C:13]([O:19][CH3:20])[CH:12]=1.Cl. Given the product [CH3:1][N:2]1[CH2:7][CH:6]=[C:5]([C:12]2[C:13]([O:19][CH3:20])=[CH:14][C:15]([O:17][CH3:18])=[CH:16][C:11]=2[O:10][CH3:9])[CH2:4][CH2:3]1, predict the reactants needed to synthesize it.